From a dataset of Reaction yield outcomes from USPTO patents with 853,638 reactions. Predict the reaction yield, written as a fraction of the theoretical maximum amount of product (1.0 means a 100% yield; for example, 0.34 means a 34% yield). (1) The reactants are [F:1][C:2]1[CH:3]=[CH:4][C:5]2[O:9][C:8]([C:10]3[CH:15]=[CH:14][C:13]([O:16]C)=[CH:12][CH:11]=3)=[CH:7][C:6]=2[CH:18]=1.Cl.N1C=CC=CC=1. The catalyst is O. The product is [F:1][C:2]1[CH:3]=[CH:4][C:5]2[O:9][C:8]([C:10]3[CH:11]=[CH:12][C:13]([OH:16])=[CH:14][CH:15]=3)=[CH:7][C:6]=2[CH:18]=1. The yield is 0.130. (2) The reactants are [C:1]([O:5][C:6](=[O:19])[NH:7][CH2:8][CH2:9][CH2:10][CH2:11][C:12]1[CH:17]=[CH:16][C:15]([OH:18])=[CH:14][CH:13]=1)([CH3:4])([CH3:3])[CH3:2].[C:20]([O-])([O-])=O.[Cs+].[Cs+].C[N:27]([CH:29]=O)C. No catalyst specified. The product is [C:1]([O:5][C:6](=[O:19])[NH:7][CH2:8][CH2:9][CH2:10][CH2:11][C:12]1[CH:13]=[CH:14][C:15]([O:18][CH2:20][C:29]#[N:27])=[CH:16][CH:17]=1)([CH3:4])([CH3:2])[CH3:3]. The yield is 0.380. (3) The reactants are [CH2:1]([NH2:13])[CH2:2][CH2:3][CH2:4][CH2:5][CH2:6][CH2:7][CH2:8][CH2:9][CH2:10][CH2:11][CH3:12].[Li]CCCC.C([O:21][C:22](=O)[C:23]1[CH:28]=[C:27]([C:29]2[CH:34]=[CH:33][CH:32]=[C:31]([C:35]([F:38])([F:37])[F:36])[CH:30]=2)[C:26]([O:39][CH2:40][CH2:41][OH:42])=[C:25]([C:43]2[CH:48]=[CH:47][CH:46]=[C:45]([C:49]([F:52])([F:51])[F:50])[CH:44]=2)[CH:24]=1)C.Cl. The yield is 0.930. The product is [CH2:1]([NH:13][C:22](=[O:21])[C:23]1[CH:24]=[C:25]([C:43]2[CH:48]=[CH:47][CH:46]=[C:45]([C:49]([F:51])([F:52])[F:50])[CH:44]=2)[C:26]([O:39][CH2:40][CH2:41][OH:42])=[C:27]([C:29]2[CH:34]=[CH:33][CH:32]=[C:31]([C:35]([F:38])([F:37])[F:36])[CH:30]=2)[CH:28]=1)[CH2:2][CH2:3][CH2:4][CH2:5][CH2:6][CH2:7][CH2:8][CH2:9][CH2:10][CH2:11][CH3:12]. The catalyst is C1COCC1. (4) The reactants are [C:1](OC(=O)C)(=[O:3])C.[NH2:8][C:9]([C:17]1[CH:22]=[CH:21][CH:20]=[CH:19][CH:18]=1)([CH2:15][CH3:16])[C:10]([O:12][CH2:13][CH3:14])=[O:11]. The catalyst is C(O)=O. The product is [CH:1]([NH:8][C:9]([C:17]1[CH:18]=[CH:19][CH:20]=[CH:21][CH:22]=1)([CH2:15][CH3:16])[C:10]([O:12][CH2:13][CH3:14])=[O:11])=[O:3]. The yield is 1.00. (5) The reactants are [CH2:1]([O:4][C:5]1[CH:6]=[C:7]([CH:11]=[C:12]([O:18][CH2:19][C:20]#[CH:21])[C:13]=1[O:14][CH2:15][C:16]#[CH:17])[C:8]([OH:10])=[O:9])[C:2]#[CH:3].O[N:23]1[C:27](=[O:28])[CH2:26][CH2:25][C:24]1=[O:29].CC(C)N=C=NC(C)C.CN(C=O)C. The catalyst is C(Cl)Cl.CO. The product is [CH2:19]([O:18][C:12]1[CH:11]=[C:7]([CH:6]=[C:5]([O:4][CH2:1][C:2]#[CH:3])[C:13]=1[O:14][CH2:15][C:16]#[CH:17])[C:8]([O:10][N:23]1[C:27](=[O:28])[CH2:26][CH2:25][C:24]1=[O:29])=[O:9])[C:20]#[CH:21]. The yield is 0.800. (6) The reactants are C([N:8](C(OC(C)(C)C)=O)[C:9]1[N:14]=[C:13](Br)[CH:12]=[CH:11][CH:10]=1)(OC(C)(C)C)=O.[N:23]1[NH:24][N:25]=[CH:26][CH:27]=1.[OH-].[K+]. The catalyst is [Cu].CCOC(C)=O. The product is [N:23]1[N:24]([C:13]2[N:14]=[C:9]([NH2:8])[CH:10]=[CH:11][CH:12]=2)[N:25]=[CH:26][CH:27]=1.[N:23]1([C:13]2[N:14]=[C:9]([NH2:8])[CH:10]=[CH:11][CH:12]=2)[CH:27]=[CH:26][NH:25][NH:24]1. The yield is 0.463. (7) The reactants are Br[C:2]1[C:6]([CH3:7])=[C:5]([C:8]2[CH:13]=[CH:12][C:11]([Cl:14])=[CH:10][CH:9]=2)[N:4]([CH3:15])[C:3]=1[C:16](=[O:19])[CH2:17][CH3:18].C(O)C.[NH2:23][S:24]([C:27]1[CH:32]=[CH:31][C:30](B(O)O)=[CH:29][CH:28]=1)(=[O:26])=[O:25].C(=O)([O-])[O-].[K+].[K+]. The catalyst is C1(C)C=CC=CC=1.C1C=CC([P]([Pd]([P](C2C=CC=CC=2)(C2C=CC=CC=2)C2C=CC=CC=2)([P](C2C=CC=CC=2)(C2C=CC=CC=2)C2C=CC=CC=2)[P](C2C=CC=CC=2)(C2C=CC=CC=2)C2C=CC=CC=2)(C2C=CC=CC=2)C2C=CC=CC=2)=CC=1. The product is [Cl:14][C:11]1[CH:12]=[CH:13][C:8]([C:5]2[N:4]([CH3:15])[C:3]([C:16](=[O:19])[CH2:17][CH3:18])=[C:2]([C:30]3[CH:31]=[CH:32][C:27]([S:24]([NH2:23])(=[O:26])=[O:25])=[CH:28][CH:29]=3)[C:6]=2[CH3:7])=[CH:9][CH:10]=1. The yield is 0.332. (8) The reactants are [CH3:1][N:2]1[C:6]2[CH:7]=[CH:8][C:9]([C:11]([OH:13])=O)=[CH:10][C:5]=2[N:4]=[N:3]1.[NH:14]1[CH2:19][CH2:18][CH2:17][C@@H:16]2[C:20]3[CH:21]=[CH:22][CH:23]=[CH:24][C:25]=3[CH2:26][C@H:15]12.F[P-](F)(F)(F)(F)F.N1(OC(N(C)C)=[N+](C)C)C2N=CC=CC=2N=N1. No catalyst specified. The product is [N:14]1([C:11]([C:9]2[CH:8]=[CH:7][C:6]3[N:2]([CH3:1])[N:3]=[N:4][C:5]=3[CH:10]=2)=[O:13])[CH2:19][CH2:18][CH2:17][C@@H:16]2[C:20]3[CH:21]=[CH:22][CH:23]=[CH:24][C:25]=3[CH2:26][C@H:15]12. The yield is 0.650. (9) The reactants are COC1N=CC(C2N=C(C)NC=2CCCC[N:18]2[C:26](=[O:27])[C:25]3[C:20](=[CH:21][CH:22]=[CH:23][CH:24]=3)[C:19]2=[O:28])=CC=1.COC1C=CC(C2N=C(C)NC=2)=CN=1.C(=O)([O-])[O-].[K+].[K+].BrCCCCN1C(=O)C2=CC=CC=C2C1=O. The catalyst is CN(C=O)C. The product is [C:19]1(=[O:28])[C:20]2[C:25](=[CH:24][CH:23]=[CH:22][CH:21]=2)[C:26](=[O:27])[NH:18]1. The yield is 0.480. (10) The reactants are [CH:1]([C@H:4]1[NH:9][CH2:8][CH2:7][N:6]2[C:10]3[CH:16]=[C:15]([S:17]([CH3:20])(=[O:19])=[O:18])[C:14]([C:21]([O:23][CH3:24])=[O:22])=[CH:13][C:11]=3[N:12]=[C:5]12)([CH3:3])[CH3:2].Cl[C:26]1[N:31]=[C:30]([C:32]([F:35])([F:34])[F:33])[CH:29]=[CH:28][N:27]=1.CCN(C(C)C)C(C)C. The catalyst is CC(O)C. The product is [CH:1]([C@H:4]1[N:9]([C:26]2[N:31]=[C:30]([C:32]([F:35])([F:34])[F:33])[CH:29]=[CH:28][N:27]=2)[CH2:8][CH2:7][N:6]2[C:10]3[CH:16]=[C:15]([S:17]([CH3:20])(=[O:19])=[O:18])[C:14]([C:21]([O:23][CH3:24])=[O:22])=[CH:13][C:11]=3[N:12]=[C:5]12)([CH3:3])[CH3:2]. The yield is 0.780.